From a dataset of Full USPTO retrosynthesis dataset with 1.9M reactions from patents (1976-2016). Predict the reactants needed to synthesize the given product. (1) Given the product [CH2:1]([O:3][C@H:4]([CH3:41])[CH2:5][O:6][CH2:7][C:8]1[CH:9]=[CH:10][C:11]([C@@H:14]2[C@@H:19]([O:20][CH2:21][C:22]3[CH:23]=[CH:24][C:25]4[O:30][CH2:29][CH2:28][N:27]([CH2:31][CH2:32][CH2:33][O:34][CH3:35])[C:26]=4[CH:36]=3)[CH2:18][NH:17][CH2:16][C@H:15]2[CH2:37][NH:38][CH3:39])=[CH:12][CH:13]=1)[CH3:2], predict the reactants needed to synthesize it. The reactants are: [CH2:1]([O:3][C@H:4]([CH3:41])[CH2:5][O:6][CH2:7][C:8]1[CH:13]=[CH:12][C:11]([C@@H:14]2[C@@H:19]([O:20][CH2:21][C:22]3[CH:23]=[CH:24][C:25]4[O:30][CH2:29][CH2:28][N:27]([CH2:31][CH2:32][CH2:33][O:34][CH3:35])[C:26]=4[CH:36]=3)[CH2:18][NH:17][CH2:16][C@H:15]2[CH2:37][NH:38][CH:39]=O)=[CH:10][CH:9]=1)[CH3:2].[H-].[H-].[H-].[H-].[Li+].[Al+3].C([O-])(O)=O.[Na+]. (2) Given the product [Cl:13][C:14]1[CH:20]=[C:19]([CH3:21])[CH:18]=[C:17]([CH3:22])[C:15]=1[N:16]=[C:10]([C:6]1[N:5]=[C:4]([C:1](=[O:3])[CH3:2])[CH:9]=[CH:8][CH:7]=1)[CH3:11], predict the reactants needed to synthesize it. The reactants are: [C:1]([C:4]1[CH:9]=[CH:8][CH:7]=[C:6]([C:10](=O)[CH3:11])[N:5]=1)(=[O:3])[CH3:2].[Cl:13][C:14]1[CH:20]=[C:19]([CH3:21])[CH:18]=[C:17]([CH3:22])[C:15]=1[NH2:16].O. (3) Given the product [OH:10][CH2:11][C:12]1[CH:13]=[C:14]([NH:22][C:23](=[O:32])[CH2:24][S:25][C:26]2[CH:31]=[CH:30][CH:29]=[CH:28][CH:27]=2)[CH:15]=[C:16]([C:18]([F:21])([F:20])[F:19])[CH:17]=1, predict the reactants needed to synthesize it. The reactants are: C1COCC1.C(O)C.C[O:10][C:11](=O)[C:12]1[CH:17]=[C:16]([C:18]([F:21])([F:20])[F:19])[CH:15]=[C:14]([NH:22][C:23](=[O:32])[CH2:24][S:25][C:26]2[CH:31]=[CH:30][CH:29]=[CH:28][CH:27]=2)[CH:13]=1.[BH4-].[Na+]. (4) Given the product [CH3:19][O:18][C:13]1[CH:14]=[CH:15][CH:16]=[CH:17][C:12]=1[CH:10]([CH3:11])[CH2:9][NH:8][C:4]1[CH:3]=[C:2]([C:30]2[CH:29]=[N:28][C:27]([N:24]3[CH2:23][CH2:22][N:21]([CH3:20])[CH2:26][CH2:25]3)=[CH:32][CH:31]=2)[N:7]=[CH:6][N:5]=1, predict the reactants needed to synthesize it. The reactants are: Cl[C:2]1[N:7]=[CH:6][N:5]=[C:4]([NH:8][CH2:9][CH:10]([C:12]2[CH:17]=[CH:16][CH:15]=[CH:14][C:13]=2[O:18][CH3:19])[CH3:11])[CH:3]=1.[CH3:20][N:21]1[CH2:26][CH2:25][N:24]([C:27]2[CH:32]=[CH:31][C:30](B3OC(C)(C)C(C)(C)O3)=[CH:29][N:28]=2)[CH2:23][CH2:22]1.C1(P(C2CCCCC2)C2C=CC=CC=2C2C(OC)=C(S(O[Na])(=O)=O)C=CC=2OC)CCCCC1.C([O-])([O-])=O.[Na+].[Na+]. (5) Given the product [CH2:19]([N:21]1[C:25]([NH:26][C:2]2[C:11]3[C:6](=[CH:7][C:8]([O:14][CH3:15])=[C:9]([O:12][CH3:13])[CH:10]=3)[N:5]=[CH:4][C:3]=2[C:16]([NH2:18])=[O:17])=[CH:24][CH:23]=[N:22]1)[CH3:20], predict the reactants needed to synthesize it. The reactants are: Cl[C:2]1[C:11]2[C:6](=[CH:7][C:8]([O:14][CH3:15])=[C:9]([O:12][CH3:13])[CH:10]=2)[N:5]=[CH:4][C:3]=1[C:16]([NH2:18])=[O:17].[CH2:19]([N:21]1[C:25]([NH2:26])=[CH:24][CH:23]=[N:22]1)[CH3:20].C(O)(=O)C. (6) Given the product [OH:28][N:27]=[CH:1][C:3]1[CH:8]=[CH:7][C:6]([C:9]2[C:17]3[C:12](=[CH:13][C:14]([NH:18][S:19]([CH3:22])(=[O:21])=[O:20])=[CH:15][CH:16]=3)[N:11]([CH:23]([CH3:25])[CH3:24])[CH:10]=2)=[CH:5][CH:4]=1, predict the reactants needed to synthesize it. The reactants are: [CH:1]([C:3]1[CH:8]=[CH:7][C:6]([C:9]2[C:17]3[C:12](=[CH:13][C:14]([NH:18][S:19]([CH3:22])(=[O:21])=[O:20])=[CH:15][CH:16]=3)[N:11]([CH:23]([CH3:25])[CH3:24])[CH:10]=2)=[CH:5][CH:4]=1)=O.Cl.[NH2:27][OH:28].C(O)C.O1CCCC1. (7) Given the product [OH:16][C:14]1[C:10]([C:11]([O:13][CH2:20][CH3:21])=[O:12])=[CH:17][N:4]=[CH:3][N:2]=1, predict the reactants needed to synthesize it. The reactants are: [Na].[N:2]1C=NC=[N:4][CH:3]=1.C([C:10]([CH2:17]C)([C:14]([O-:16])=O)[C:11]([O-:13])=[O:12])C.Cl.[CH2:20](O)[CH3:21]. (8) Given the product [CH2:8]([N:1]1[C:5]([CH:6]=[O:7])=[CH:4][CH:3]=[N:2]1)[CH3:9], predict the reactants needed to synthesize it. The reactants are: [NH:1]1[C:5]([CH:6]=[O:7])=[CH:4][CH:3]=[N:2]1.[CH2:8](I)[CH3:9].C([O-])([O-])=O.[K+].[K+].O. (9) Given the product [CH2:16]([O:18][C:19]([C:20]1[C:11]([OH:13])=[C:3]2[C:4]3[CH2:10][CH2:9][CH2:8][CH2:7][C:5]=3[S:6][C:2]2=[N:1][C:21]=1[CH3:22])=[O:26])[CH3:17], predict the reactants needed to synthesize it. The reactants are: [NH2:1][C:2]1[S:6][C:5]2[CH2:7][CH2:8][CH2:9][CH2:10][C:4]=2[C:3]=1[C:11]([O:13]CC)=O.[CH2:16]([O:18][C:19](=[O:26])[CH:20]=[C:21](OCC)[CH3:22])[CH3:17].O.C1(C)C=CC(S(O)(=O)=O)=CC=1.[O-]CC.[Na+].